Dataset: Full USPTO retrosynthesis dataset with 1.9M reactions from patents (1976-2016). Task: Predict the reactants needed to synthesize the given product. Given the product [Cl:27][C:22]1[CH:23]=[CH:24][CH:25]=[CH:26][C:21]=1[CH2:20][N:14]1[C:3]2[C:4]([C:10]([F:12])([F:11])[F:13])=[CH:5][C:6]([C:8]#[N:9])=[CH:7][C:2]=2[NH:1][C:15]1=[O:16], predict the reactants needed to synthesize it. The reactants are: [NH2:1][C:2]1[CH:7]=[C:6]([C:8]#[N:9])[CH:5]=[C:4]([C:10]([F:13])([F:12])[F:11])[C:3]=1[N:14]([CH2:20][C:21]1[CH:26]=[CH:25][CH:24]=[CH:23][C:22]=1[Cl:27])[C:15](=O)[O:16]CC.[H-].[Na+].Cl.